From a dataset of Full USPTO retrosynthesis dataset with 1.9M reactions from patents (1976-2016). Predict the reactants needed to synthesize the given product. The reactants are: [CH3:1][O:2][C:3]1[CH:11]=[CH:10][C:6]([C:7]([OH:9])=[O:8])=[CH:5][C:4]=1[N:12]([CH2:17][C:18]([N:20]1[CH2:25][CH2:24][N:23]([CH3:26])[CH2:22][CH2:21]1)=[O:19])[S:13]([CH3:16])(=[O:15])=[O:14].[Cl:27][C:28]1[CH:29]=[N+:30]([O-:53])[CH:31]=[C:32]([Cl:52])[C:33]=1[CH2:34][C@@H:35]([C:37]1[CH:42]=[CH:41][C:40]([O:43][CH:44]([F:46])[F:45])=[C:39]([O:47][CH2:48][CH:49]2[CH2:51][CH2:50]2)[CH:38]=1)O.C(Cl)CCl. Given the product [Cl:27][C:28]1[CH:29]=[N+:30]([O-:53])[CH:31]=[C:32]([Cl:52])[C:33]=1[CH2:34][C@@H:35]([C:37]1[CH:42]=[CH:41][C:40]([O:43][CH:44]([F:46])[F:45])=[C:39]([O:47][CH2:48][CH:49]2[CH2:51][CH2:50]2)[CH:38]=1)[O:8][C:7](=[O:9])[C:6]1[CH:10]=[CH:11][C:3]([O:2][CH3:1])=[C:4]([N:12]([CH2:17][C:18]([N:20]2[CH2:21][CH2:22][N:23]([CH3:26])[CH2:24][CH2:25]2)=[O:19])[S:13]([CH3:16])(=[O:15])=[O:14])[CH:5]=1, predict the reactants needed to synthesize it.